Dataset: Catalyst prediction with 721,799 reactions and 888 catalyst types from USPTO. Task: Predict which catalyst facilitates the given reaction. (1) The catalyst class is: 112. Product: [Cl:39][C:24]1[CH:23]=[N+:22]([O-:40])[CH:21]=[C:20]([Cl:19])[C:25]=1[CH2:26][C@H:27]([O:17][C:16](=[O:18])[CH2:15][C:13]1[S:14][C:10]([CH2:9][O:8][Si:1]([C:4]([CH3:7])([CH3:6])[CH3:5])([CH3:3])[CH3:2])=[CH:11][CH:12]=1)[C:29]1[CH:34]=[CH:33][C:32]([O:35][CH3:36])=[C:31]([O:37][CH3:38])[CH:30]=1. Reactant: [Si:1]([O:8][CH2:9][C:10]1[S:14][C:13]([CH2:15][C:16]([OH:18])=[O:17])=[CH:12][CH:11]=1)([C:4]([CH3:7])([CH3:6])[CH3:5])([CH3:3])[CH3:2].[Cl:19][C:20]1[CH:21]=[N+:22]([O-:40])[CH:23]=[C:24]([Cl:39])[C:25]=1[CH2:26][C@@H:27]([C:29]1[CH:34]=[CH:33][C:32]([O:35][CH3:36])=[C:31]([O:37][CH3:38])[CH:30]=1)O.Cl.CN(C)CCCN=C=NCC. (2) Reactant: [OH:1][C:2]1[C:3]([CH3:18])=[C:4]2[C:12](=[CH:13][C:14]=1[CH3:15])[O:11][C:7]1([CH2:10][CH2:9][CH2:8]1)[C:6]([CH:16]=[O:17])=[CH:5]2.S([CH2:29][N+:30]#[C-:31])(C1C=CC(C)=CC=1)(=O)=O.C(=O)([O-])[O-].[K+].[K+]. Product: [CH3:18][C:3]1[C:2]([OH:1])=[C:14]([CH3:15])[CH:13]=[C:12]2[C:4]=1[CH:5]=[C:6]([C:16]1[O:17][CH:31]=[N:30][CH:29]=1)[C:7]1([O:11]2)[CH2:8][CH2:9][CH2:10]1. The catalyst class is: 5. (3) Reactant: C(OC(=O)[NH:7][CH2:8][C:9]1[CH:14]=[C:13]([C:15]([N:17]2[CH2:22][CH2:21][O:20][CH2:19][CH2:18]2)=[O:16])[CH:12]=[C:11]([Cl:23])[C:10]=1[F:24])(C)(C)C.C(O)(C(F)(F)F)=O. Product: [NH2:7][CH2:8][C:9]1[CH:14]=[C:13]([C:15]([N:17]2[CH2:22][CH2:21][O:20][CH2:19][CH2:18]2)=[O:16])[CH:12]=[C:11]([Cl:23])[C:10]=1[F:24]. The catalyst class is: 2. (4) Reactant: [CH3:1][C:2]([O:5][C:6]([NH:8][CH2:9][C:10]([OH:12])=O)=[O:7])([CH3:4])[CH3:3].C1C=CC2N(O)N=NC=2C=1.C(Cl)CCl.C(N1CCOCC1)C.[CH3:35][CH:36]([NH:38][C:39]1[CH:46]=[CH:45][C:44]([C:47]2[O:51][N:50]=[C:49]([C:52]3[CH:62]=[CH:61][C:55]4[CH2:56][CH2:57][NH:58][CH2:59][CH2:60][C:54]=4[CH:53]=3)[N:48]=2)=[CH:43][C:40]=1[C:41]#[N:42])[CH3:37]. Product: [C:41]([C:40]1[CH:43]=[C:44]([C:47]2[O:51][N:50]=[C:49]([C:52]3[CH:62]=[CH:61][C:55]4[CH2:56][CH2:57][N:58]([C:10](=[O:12])[CH2:9][NH:8][C:6](=[O:7])[O:5][C:2]([CH3:1])([CH3:3])[CH3:4])[CH2:59][CH2:60][C:54]=4[CH:53]=3)[N:48]=2)[CH:45]=[CH:46][C:39]=1[NH:38][CH:36]([CH3:37])[CH3:35])#[N:42]. The catalyst class is: 3.